From a dataset of Experimentally validated miRNA-target interactions with 360,000+ pairs, plus equal number of negative samples. Binary Classification. Given a miRNA mature sequence and a target amino acid sequence, predict their likelihood of interaction. (1) The miRNA is rno-miR-200a-3p with sequence UAACACUGUCUGGUAACGAUGU. The protein sequence of the target gene is MATQADLMELDMAMEPDRKAAVSHWQQQSYLDSGIHSGATTTAPSLSGKGNPEEEDVDTSQVLYEWEQGFSQSFTQEQVADIDGQYAMTRAQRVRAAMFPETLDEGMQIPSTQFDAAHPTNVQRLAEPSQMLKHAVVNLINYQDDAELATRAIPELTKLLNDEDQVVVNKAAVMVHQLSKKEASRHAIMRSPQMVSAIVRTMQNTNDVETARCTAGTLHNLSHHREGLLAIFKSGGIPALVKMLGSPVDSVLFYAITTLHNLLLHQEGAKMAVRLAGGLQKMVALLNKTNVKFLAITTDC.... Result: 1 (interaction). (2) The miRNA is hsa-miR-3652 with sequence CGGCUGGAGGUGUGAGGA. The protein sequence of the target gene is MRAGQQLASMLRWTRAWRLPREGLGPHGPSFARVPVAPSSSSGGRGGAEPRPLPLSYRLLDGEAALPAVVFLHGLFGSKTNFNSIAKILAQQTGRRVLTVDARNHGDSPHSPDMSYEIMSQDLQDLLPQLGLVPCVVVGHSMGGKTAMLLALQRPELVERLIAVDISPVESTGVSHFATYVAAMRAINIADELPRSRARKLADEQLSSVIQDMAVRQHLLTNLVEVDGRFVWRVNLDALTQHLDKILAFPQRQESYLGPTLFLLGGNSQFVHPSHHPEIMRLFPRAQMQTVPNAGHWIHA.... Result: 0 (no interaction).